Dataset: Forward reaction prediction with 1.9M reactions from USPTO patents (1976-2016). Task: Predict the product of the given reaction. (1) Given the reactants [I:1][C:2]1[CH:7]=[CH:6][C:5]([N:8]([CH2:11][C:12](=O)[CH3:13])[CH:9]=O)=[C:4]([O:15][CH3:16])[CH:3]=1.C([O-])(=O)C.[NH4+:21].C(=O)([O-])O.[Na+], predict the reaction product. The product is: [I:1][C:2]1[CH:7]=[CH:6][C:5]([N:8]2[CH:11]=[C:12]([CH3:13])[N:21]=[CH:9]2)=[C:4]([O:15][CH3:16])[CH:3]=1. (2) Given the reactants [Li+].[BH4-].CO.[Cl:5][C:6]1[CH:11]=[CH:10][C:9]([C:12]([N:19]2[C:27]3[C:22](=[C:23]([N:28](COCC[Si](C)(C)C)[S:29]([CH3:32])(=[O:31])=[O:30])[CH:24]=[CH:25][CH:26]=3)[CH:21]=[N:20]2)([CH2:17][CH3:18])[C:13](OC)=O)=[CH:8][CH:7]=1, predict the reaction product. The product is: [Cl:5][C:6]1[CH:7]=[CH:8][C:9]([C:12]([N:19]2[C:27]3[C:22](=[C:23]([NH:28][S:29]([CH3:32])(=[O:30])=[O:31])[CH:24]=[CH:25][CH:26]=3)[CH:21]=[N:20]2)([CH:13]2[CH2:8][CH:9]2[C:12]#[N:19])[CH2:17][CH3:18])=[CH:10][CH:11]=1. (3) Given the reactants O.[NH2:2][C:3]1[C:4]2[C:5]3[C:6](=[N:18][N:19]([CH2:21][C:22]4[C:27]([Cl:28])=[C:26]([O:29][CH3:30])[C:25]([CH3:31])=[CH:24][N:23]=4)[N:20]=2)[CH:7]=[C:8]([CH2:13][C:14]([NH:16][CH3:17])=[O:15])[C:9]=3[CH2:10][S:11][N:12]=1.Cl, predict the reaction product. The product is: [ClH:28].[NH2:2][C:3]1[C:4]2[C:5]3[C:6](=[N:18][N:19]([CH2:21][C:22]4[C:27]([Cl:28])=[C:26]([O:29][CH3:30])[C:25]([CH3:31])=[CH:24][N:23]=4)[N:20]=2)[CH:7]=[C:8]([CH2:13][C:14]([NH:16][CH3:17])=[O:15])[C:9]=3[CH2:10][S:11][N:12]=1. (4) Given the reactants [NH:1]1[CH2:6][CH2:5][CH2:4][C@@H:3]([NH:7][C:8](=[O:14])[O:9][C:10]([CH3:13])([CH3:12])[CH3:11])[CH2:2]1.[F:15][C:16]1[CH:21]=[CH:20][CH:19]=[CH:18][C:17]=1B(O)O.O.[C:26]([OH:30])(=[O:29])[CH:27]=O.C(O)(C(F)(F)F)C(F)(F)F, predict the reaction product. The product is: [C:10]([O:9][C:8]([NH:7][C@@H:3]1[CH2:4][CH2:5][CH2:6][N:1]([CH:27]([C:17]2[CH:18]=[CH:19][CH:20]=[CH:21][C:16]=2[F:15])[C:26]([OH:30])=[O:29])[CH2:2]1)=[O:14])([CH3:11])([CH3:13])[CH3:12]. (5) Given the reactants [F:1][C:2]1[CH:7]=[C:6]([CH:8]([OH:14])[CH2:9][CH2:10][CH2:11][CH2:12][CH3:13])[CH:5]=[CH:4][C:3]=1[NH:15][C:16](=[O:21])[C:17]([CH3:20])([CH3:19])[CH3:18].C[N+]1([O-])CCOCC1, predict the reaction product. The product is: [F:1][C:2]1[CH:7]=[C:6]([C:8](=[O:14])[CH2:9][CH2:10][CH2:11][CH2:12][CH3:13])[CH:5]=[CH:4][C:3]=1[NH:15][C:16](=[O:21])[C:17]([CH3:20])([CH3:19])[CH3:18]. (6) Given the reactants [C:1]1([CH:7]([C:9]2[CH:14]=[CH:13][CH:12]=[CH:11][CH:10]=2)[NH2:8])[CH:6]=[CH:5][CH:4]=[CH:3][CH:2]=1.[Cl:15][CH2:16][CH:17]1[CH2:19][O:18]1, predict the reaction product. The product is: [ClH:15].[CH:7]([N:8]1[CH2:19][CH:17]([OH:18])[CH2:16]1)([C:1]1[CH:2]=[CH:3][CH:4]=[CH:5][CH:6]=1)[C:9]1[CH:10]=[CH:11][CH:12]=[CH:13][CH:14]=1. (7) The product is: [Cl:16][C:13]1[CH:12]=[C:11]([NH:17][C:18]2[CH:27]=[CH:26][CH:25]=[CH:24][C:19]=2[C:20]([NH:22][CH3:23])=[O:21])[C:10]([CH:1]2[CH2:3][CH2:2]2)=[CH:15][N:14]=1. Given the reactants [CH:1]1(B(O)O)[CH2:3][CH2:2]1.N#N.Br[C:10]1[C:11]([NH:17][C:18]2[CH:27]=[CH:26][CH:25]=[CH:24][C:19]=2[C:20]([NH:22][CH3:23])=[O:21])=[CH:12][C:13]([Cl:16])=[N:14][CH:15]=1.[O-]P([O-])([O-])=O.[K+].[K+].[K+], predict the reaction product. (8) Given the reactants [N:1]1[CH:6]=[CH:5][N:4]=[CH:3][C:2]=1[C:7](=O)[CH3:8].C([O-])(=O)C.[NH4+:14], predict the reaction product. The product is: [N:1]1[CH:6]=[CH:5][N:4]=[CH:3][C:2]=1[CH:7]([NH2:14])[CH3:8].